The task is: Predict the reactants needed to synthesize the given product.. This data is from Full USPTO retrosynthesis dataset with 1.9M reactions from patents (1976-2016). Given the product [CH:28]1([N:27]2[CH:26]=[N:25][N:24]=[C:23]2[C:19]2[CH:18]=[C:17]([NH:16][C:14]([C:10]3[CH:9]=[C:8]([C:5]4[CH:6]=[N:7][C:2]([NH:27][CH:28]5[CH2:30][CH2:29]5)=[CH:3][CH:4]=4)[CH:13]=[CH:12][N:11]=3)=[O:15])[CH:22]=[CH:21][CH:20]=2)[CH2:30][CH2:29]1, predict the reactants needed to synthesize it. The reactants are: Cl[C:2]1[N:7]=[CH:6][C:5]([C:8]2[CH:13]=[CH:12][N:11]=[C:10]([C:14]([NH:16][C:17]3[CH:22]=[CH:21][CH:20]=[C:19]([C:23]4[N:27]([CH:28]5[CH2:30][CH2:29]5)[CH:26]=[N:25][N:24]=4)[CH:18]=3)=[O:15])[CH:9]=2)=[CH:4][CH:3]=1.